This data is from Full USPTO retrosynthesis dataset with 1.9M reactions from patents (1976-2016). The task is: Predict the reactants needed to synthesize the given product. Given the product [F:1][C:2]1[CH:3]=[C:4]([CH:33]=[CH:34][CH:35]=1)[O:5][C:6]1[CH:11]=[CH:10][CH:9]=[CH:8][C:7]=1[C@:12]([C@@H:20]1[CH2:25][CH2:24][CH2:23][NH:22][CH2:21]1)([OH:19])[CH2:13][CH2:14][CH2:15][CH2:16][O:17][CH3:18], predict the reactants needed to synthesize it. The reactants are: [F:1][C:2]1[CH:3]=[C:4]([CH:33]=[CH:34][CH:35]=1)[O:5][C:6]1[CH:11]=[CH:10][CH:9]=[CH:8][C:7]=1[C@:12]([C@@H:20]1[CH2:25][CH2:24][CH2:23][N:22](C(OC(C)(C)C)=O)[CH2:21]1)([OH:19])[CH2:13][CH2:14][CH2:15][CH2:16][O:17][CH3:18].Cl.[OH-].[Na+].